From a dataset of Reaction yield outcomes from USPTO patents with 853,638 reactions. Predict the reaction yield, written as a fraction of the theoretical maximum amount of product (1.0 means a 100% yield; for example, 0.34 means a 34% yield). (1) The yield is 0.420. The reactants are [C:1]([O:5][C:6]([N:8]([CH3:15])[CH2:9]/[CH:10]=[CH:11]/[C:12]([OH:14])=O)=[O:7])([CH3:4])([CH3:3])[CH3:2].C(Cl)(C(Cl)=O)=O.[NH2:22][C:23]1[N:31]=[CH:30][N:29]=[C:28]2[C:24]=1[N:25]([C:41]1[CH:46]=[CH:45][C:44]([O:47][C:48]3[CH:53]=[CH:52][CH:51]=[CH:50][CH:49]=3)=[CH:43][CH:42]=1)[C:26](=[O:40])[N:27]2[C:32]1[CH:37]=[CH:36][CH:35]=[C:34]([NH:38][CH3:39])[CH:33]=1. The catalyst is C(Cl)Cl.CN(C=O)C. The product is [NH2:22][C:23]1[N:31]=[CH:30][N:29]=[C:28]2[C:24]=1[N:25]([C:41]1[CH:46]=[CH:45][C:44]([O:47][C:48]3[CH:49]=[CH:50][CH:51]=[CH:52][CH:53]=3)=[CH:43][CH:42]=1)[C:26](=[O:40])[N:27]2[C:32]1[CH:33]=[C:34]([N:38]([CH3:39])[C:12](=[O:14])/[CH:11]=[CH:10]/[CH2:9][N:8]([CH3:15])[C:6](=[O:7])[O:5][C:1]([CH3:2])([CH3:3])[CH3:4])[CH:35]=[CH:36][CH:37]=1. (2) The product is [Cl:14][C:3]1[N:8]=[N:7][C:6]([C:9]([OH:11])=[O:10])=[CH:5][CH:4]=1. The reactants are CO[C:3]1[N:8]=[N:7][C:6]([C:9]([OH:11])=[O:10])=[CH:5][CH:4]=1.S(Cl)([Cl:14])=O. The yield is 1.00. No catalyst specified. (3) The product is [OH:32][N:4]1[CH:5]=[C:7]([C:20]([NH:19][CH2:22][C:23]([OH:25])=[O:24])=[O:21])[C:8](=[O:9])[NH:1][C:2]1=[O:3]. The reactants are [NH:1]1[C:8](=[O:9])[CH2:7][C:5](=O)[NH:4][C:2]1=[O:3].C(N(CC)C(C)C)(C)C.[N:19]([CH2:22][C:23]([O:25]CC)=[O:24])=[C:20]=[O:21].CN(C=[O:32])C. The catalyst is ClCCl. The yield is 0.220. (4) The reactants are [F:1][C:2]1[CH:10]=[CH:9][C:5]([CH:6]=[N:7][OH:8])=[CH:4][CH:3]=1.ClN1[C:16](=[O:17])[CH2:15][CH2:14][C:13]1=O.ON=C(Cl)[C:22]1[CH:27]=CC(F)=CC=1.CN(C=[O:34])C. The catalyst is O. The product is [CH2:27]([O:34][C:16]([C:15]1[C:6]([C:5]2[CH:9]=[CH:10][C:2]([F:1])=[CH:3][CH:4]=2)=[N:7][O:8][C:14]=1[CH3:13])=[O:17])[CH3:22]. The yield is 0.950. (5) The reactants are [Cl:1][C:2]1[C:3]([O:12][C:13]2[CH:18]=[C:17]([O:19][CH2:20][CH2:21][O:22][CH3:23])[CH:16]=[CH:15][C:14]=2[CH2:24][CH2:25][CH2:26][N:27]2C(=O)C3C(=CC=CC=3)C2=O)=[N:4][CH:5]=[C:6]([C:8]([F:11])([F:10])[F:9])[CH:7]=1.O.NN. The catalyst is CO. The product is [Cl:1][C:2]1[C:3]([O:12][C:13]2[CH:18]=[C:17]([O:19][CH2:20][CH2:21][O:22][CH3:23])[CH:16]=[CH:15][C:14]=2[CH2:24][CH2:25][CH2:26][NH2:27])=[N:4][CH:5]=[C:6]([C:8]([F:10])([F:9])[F:11])[CH:7]=1. The yield is 0.540.